From a dataset of Full USPTO retrosynthesis dataset with 1.9M reactions from patents (1976-2016). Predict the reactants needed to synthesize the given product. (1) Given the product [C:29]([NH:28][CH:14]1[CH2:13][C:9]2[CH:10]=[CH:11][CH:12]=[C:7]([C:6]([OH:5])=[O:34])[C:8]=2[O:23][B:15]1[OH:16])(=[O:31])[CH3:30], predict the reactants needed to synthesize it. The reactants are: C([O:5][C:6](=[O:34])[C:7]1[CH:12]=[CH:11][CH:10]=[C:9]([CH2:13][CH:14]([NH:28][C:29](=[O:31])[CH3:30])[B:15]2[O:23]C3C(C)(C4CC(C3)C4(C)C)[O:16]2)[C:8]=1OC)(C)(C)C.B(Br)(Br)Br. (2) Given the product [CH:14]1([CH2:17][CH2:18][NH:19][C:20]([C:22]2[N:23]=[N:24][C:25]([N:28]3[CH2:33][CH2:32][N:31]([C:4](=[O:6])[C:3]4[CH:7]=[C:8]([N:11]([CH3:13])[CH3:12])[CH:9]=[CH:10][C:2]=4[Cl:1])[CH2:30][CH2:29]3)=[CH:26][CH:27]=2)=[O:21])[CH2:16][CH2:15]1, predict the reactants needed to synthesize it. The reactants are: [Cl:1][C:2]1[CH:10]=[CH:9][C:8]([N:11]([CH3:13])[CH3:12])=[CH:7][C:3]=1[C:4]([OH:6])=O.[CH:14]1([CH2:17][CH2:18][NH:19][C:20]([C:22]2[N:23]=[N:24][C:25]([N:28]3[CH2:33][CH2:32][NH:31][CH2:30][CH2:29]3)=[CH:26][CH:27]=2)=[O:21])[CH2:16][CH2:15]1.